The task is: Predict which catalyst facilitates the given reaction.. This data is from Catalyst prediction with 721,799 reactions and 888 catalyst types from USPTO. (1) Reactant: [O:1]1[C:5]2([CH2:10][CH2:9][C:8](=O)[CH2:7][CH2:6]2)[O:4][CH2:3][CH2:2]1.CC(O)=O.CN.Cl.[BH3-][C:20]#[N:21].[Na+]. Product: [CH3:20][NH:21][CH:8]1[CH2:9][CH2:10][C:5]2([O:4][CH2:3][CH2:2][O:1]2)[CH2:6][CH2:7]1. The catalyst class is: 5. (2) Reactant: [CH2:1]([O:8][C:9]1[CH:14]=[CH:13][C:12]([C:15]2[C:16]([OH:24])=[CH:17][CH:18]=[CH:19][C:20]=2[N+:21]([O-:23])=[O:22])=[CH:11][CH:10]=1)[C:2]1[CH:7]=[CH:6][CH:5]=[CH:4][CH:3]=1.[F:25][C:26]([F:39])([F:38])[S:27](O[S:27]([C:26]([F:39])([F:38])[F:25])(=[O:29])=[O:28])(=[O:29])=[O:28]. Product: [F:25][C:26]([F:39])([F:38])[S:27]([O:24][C:16]1[CH:17]=[CH:18][CH:19]=[C:20]([N+:21]([O-:23])=[O:22])[C:15]=1[C:12]1[CH:11]=[CH:10][C:9]([O:8][CH2:1][C:2]2[CH:7]=[CH:6][CH:5]=[CH:4][CH:3]=2)=[CH:14][CH:13]=1)(=[O:29])=[O:28]. The catalyst class is: 17. (3) Reactant: [Cl:1][C:2]1[CH:7]=[CH:6][C:5]([C:8]2[N:9]([CH2:14][C@H:15]([OH:20])[C:16]([F:19])([F:18])[F:17])[C:10](=[O:13])[NH:11][N:12]=2)=[CH:4][CH:3]=1.[H-].[Na+].[Br:23][C:24]1[CH:25]=[C:26]([S:30](Cl)(=[O:32])=[O:31])[CH:27]=[CH:28][CH:29]=1.O. Product: [Br:23][C:24]1[CH:25]=[C:26]([S:30]([N:11]2[C:10](=[O:13])[N:9]([CH2:14][C@H:15]([OH:20])[C:16]([F:18])([F:19])[F:17])[C:8]([C:5]3[CH:6]=[CH:7][C:2]([Cl:1])=[CH:3][CH:4]=3)=[N:12]2)(=[O:32])=[O:31])[CH:27]=[CH:28][CH:29]=1. The catalyst class is: 1. (4) Reactant: [Cr](O[Cr]([O-])(=O)=O)([O-])(=O)=O.[NH+]1C=CC=CC=1.[NH+]1C=CC=CC=1.[CH3:22][CH:23]([CH:27]([CH3:34])[CH:28]([CH3:33])[C:29]([CH3:32])([CH3:31])[CH3:30])[CH:24]([OH:26])[CH3:25]. Product: [CH3:22][CH:23]([CH:27]([CH3:34])[CH:28]([CH3:33])[C:29]([CH3:30])([CH3:32])[CH3:31])[C:24](=[O:26])[CH3:25]. The catalyst class is: 4. (5) Product: [F:13][C:14]1[CH:19]=[C:18]([F:20])[CH:17]=[CH:16][C:15]=1[NH:21][C:22](=[O:25])[CH2:23][N:10]1[CH2:9][CH2:8][N:7]([C:2]2[CH:3]=[CH:4][CH:5]=[CH:6][N:1]=2)[CH2:12][CH2:11]1. Reactant: [N:1]1[CH:6]=[CH:5][CH:4]=[CH:3][C:2]=1[N:7]1[CH2:12][CH2:11][NH:10][CH2:9][CH2:8]1.[F:13][C:14]1[CH:19]=[C:18]([F:20])[CH:17]=[CH:16][C:15]=1[NH:21][C:22](=[O:25])[CH2:23]Cl.C(=O)([O-])[O-].[Na+].[Na+]. The catalyst class is: 35. (6) Reactant: COC1C=CC2C(C)CN(C(=O)C(F)(F)F)C(C)CC=2N=1.BrBr.C([O-])(O)=O.[Na+].[Br:29][C:30]1[C:48]([O:49][CH3:50])=[N:47][C:33]2[CH2:34][CH:35]([CH3:46])[N:36](C(=O)C(F)(F)F)[CH2:37][CH:38]([CH3:39])[C:32]=2[CH:31]=1.C([O-])([O-])=O.[K+].[K+]. Product: [Br:29][C:30]1[C:48]([O:49][CH3:50])=[N:47][C:33]2[CH2:34][CH:35]([CH3:46])[NH:36][CH2:37][CH:38]([CH3:39])[C:32]=2[CH:31]=1. The catalyst class is: 191. (7) Reactant: [CH:1]1([C:4]2[CH:9]=[CH:8][C:7]([C:10]3[CH:14]=[C:13]([CH:15]([N:20]4[CH:25]=[C:24]5[N:26]=[C:27]([C:29]6[CH:34]=[CH:33][CH:32]=[C:31]([F:35])[C:30]=6[F:36])[N:28]=[C:23]5[CH:22]=[N:21]4)[C:16]([O:18][CH3:19])=[O:17])[O:12][N:11]=3)=[C:6]([C:37]([F:40])([F:39])[F:38])[CH:5]=2)[CH2:3][CH2:2]1.C(N(CC)CC)C.[C:48]([O:51][CH2:52]C)(=O)[CH3:49].C(O)(=[O:56])C. Product: [CH:1]1([C:4]2[CH:9]=[CH:8][C:7]([C:10]3[CH:14]=[C:13]([CH:15]([N:20]4[CH:25]=[C:24]5[N:26]=[C:27]([C:29]6[CH:34]=[CH:33][CH:32]=[C:31]([F:35])[C:30]=6[F:36])[N:28]=[C:23]5[CH:22]=[N:21]4)[C:16]([O:18][CH2:19][CH2:52][O:51][CH2:48][CH2:49][OH:56])=[O:17])[O:12][N:11]=3)=[C:6]([C:37]([F:39])([F:38])[F:40])[CH:5]=2)[CH2:3][CH2:2]1. The catalyst class is: 831. (8) Reactant: [CH3:1][CH:2]([CH2:8][CH2:9][C:10](=[O:12])[CH3:11])[C:3]([O:5][CH2:6][CH3:7])=[O:4].[CH3:13][Si:14]([CH3:21])([CH3:20])[N-][Si:14]([CH3:21])([CH3:20])[CH3:13].C[Si](I)(C)C. The catalyst class is: 4. Product: [CH3:1][CH:2]([CH2:8]/[CH:9]=[C:10](\[O:12][Si:14]([CH3:21])([CH3:20])[CH3:13])/[CH3:11])[C:3]([O:5][CH2:6][CH3:7])=[O:4].